Dataset: Full USPTO retrosynthesis dataset with 1.9M reactions from patents (1976-2016). Task: Predict the reactants needed to synthesize the given product. (1) Given the product [Cl:8][C:9]1[CH:10]=[CH:11][C:12]([N+:46]([O-:48])=[O:47])=[C:13]([C:15]2[CH:20]=[CH:19][N:18]([CH:21]([CH2:38][C:39]3[CH:40]=[CH:41][CH:42]=[CH:43][CH:44]=3)[C:22]([NH:24][C:25]3[CH:37]=[CH:36][C:28]([C:29]([OH:31])=[O:30])=[CH:27][CH:26]=3)=[O:23])[C:17](=[O:45])[CH:16]=2)[CH:14]=1, predict the reactants needed to synthesize it. The reactants are: FC(F)(F)C(O)=O.[Cl:8][C:9]1[CH:10]=[CH:11][C:12]([N+:46]([O-:48])=[O:47])=[C:13]([C:15]2[CH:20]=[CH:19][N:18]([CH:21]([CH2:38][C:39]3[CH:44]=[CH:43][CH:42]=[CH:41][CH:40]=3)[C:22]([NH:24][C:25]3[CH:37]=[CH:36][C:28]([C:29]([O:31]C(C)(C)C)=[O:30])=[CH:27][CH:26]=3)=[O:23])[C:17](=[O:45])[CH:16]=2)[CH:14]=1. (2) Given the product [CH:18]1([C:13]2[CH:14]=[C:15]3[C:10](=[C:11]([F:21])[CH:12]=2)[C:9](=[O:22])[N:8]([C:4]2[CH:5]=[CH:6][CH:7]=[C:2]([C:30]4[CH:29]=[C:28]([NH:41][C:42]5[CH:47]=[CH:46][C:45]([N:48]6[CH2:49][CH2:50][N:51]([CH3:54])[CH2:52][CH2:53]6)=[CH:44][N:43]=5)[C:27](=[O:55])[N:26]([CH3:25])[CH:31]=4)[C:3]=2[CH2:23][OH:24])[CH:17]=[CH:16]3)[CH2:20][CH2:19]1, predict the reactants needed to synthesize it. The reactants are: Cl[C:2]1[C:3]([CH2:23][OH:24])=[C:4]([N:8]2[CH:17]=[CH:16][C:15]3[C:10](=[C:11]([F:21])[CH:12]=[C:13]([CH:18]4[CH2:20][CH2:19]4)[CH:14]=3)[C:9]2=[O:22])[CH:5]=[CH:6][CH:7]=1.[CH3:25][N:26]1[CH:31]=[C:30](B2OC(C)(C)C(C)(C)O2)[CH:29]=[C:28]([NH:41][C:42]2[CH:47]=[CH:46][C:45]([N:48]3[CH2:53][CH2:52][N:51]([CH3:54])[CH2:50][CH2:49]3)=[CH:44][N:43]=2)[C:27]1=[O:55].C([O-])([O-])=O.[K+].[K+].